This data is from Full USPTO retrosynthesis dataset with 1.9M reactions from patents (1976-2016). The task is: Predict the reactants needed to synthesize the given product. (1) Given the product [F:1][C:2]([F:16])([F:17])[C:3]([OH:15])([C:11]([F:13])([F:14])[F:12])[CH2:4][CH2:5][CH2:6][C:7]([O:9][CH3:10])=[O:8], predict the reactants needed to synthesize it. The reactants are: [F:1][C:2]([F:17])([F:16])[C:3]([OH:15])([C:11]([F:14])([F:13])[F:12])[CH2:4]/[CH:5]=[CH:6]/[C:7]([O:9][CH3:10])=[O:8]. (2) Given the product [CH3:11][C:12]1[N:13]=[CH:14][N:15]([C:2]2[CH:7]=[CH:6][C:5]([N+:8]([O-:10])=[O:9])=[CH:4][CH:3]=2)[CH:16]=1, predict the reactants needed to synthesize it. The reactants are: F[C:2]1[CH:7]=[CH:6][C:5]([N+:8]([O-:10])=[O:9])=[CH:4][CH:3]=1.[CH3:11][C:12]1[N:13]=[CH:14][NH:15][CH:16]=1.C(=O)([O-])[O-].[K+].[K+]. (3) Given the product [Cl:1][C:2]1[N:7]=[CH:6][C:5]([CH2:8][CH2:9][NH:11][C:12]2[CH:13]=[CH:14][C:15]([CH3:18])=[CH:16][CH:17]=2)=[CH:4][CH:3]=1, predict the reactants needed to synthesize it. The reactants are: [Cl:1][C:2]1[N:7]=[CH:6][C:5]([CH2:8][C:9]([NH:11][C:12]2[CH:17]=[CH:16][C:15]([CH3:18])=[CH:14][CH:13]=2)=O)=[CH:4][CH:3]=1.B.O1CCCC1. (4) Given the product [CH:9]1([CH2:13][N:4]2[CH:3]=[C:2]([I:1])[CH:6]=[N:5]2)[CH2:11][CH2:10]1, predict the reactants needed to synthesize it. The reactants are: [I:1][C:2]1[CH:3]=[N:4][NH:5][CH:6]=1.[H-].[Na+].[CH:9]1(Br)[CH2:11][CH2:10]1.[CH3:13]N(C=O)C. (5) Given the product [CH:22]1([N:21]2[C:3]3[N:4]=[C:5]([NH:8][C:9]4[CH:14]=[CH:13][C:12]([N:15]5[CH2:16][CH2:17][O:18][CH2:19][CH2:20]5)=[CH:11][CH:10]=4)[N:6]=[CH:7][C:2]=3[NH:1][C:28](=[O:29])[C:27]2=[O:33])[CH2:26][CH2:25][CH2:24][CH2:23]1, predict the reactants needed to synthesize it. The reactants are: [NH2:1][C:2]1[C:3]([NH:21][CH:22]2[CH2:26][CH2:25][CH2:24][CH2:23]2)=[N:4][C:5]([NH:8][C:9]2[CH:14]=[CH:13][C:12]([N:15]3[CH2:20][CH2:19][O:18][CH2:17][CH2:16]3)=[CH:11][CH:10]=2)=[N:6][CH:7]=1.[C:27](OCC)(=[O:33])[C:28](OCC)=[O:29]. (6) The reactants are: Br[C:2]1[CH:3]=[C:4]([CH3:24])[C:5]([N:8]2[CH2:13][CH2:12][N:11]([C:14]([C:16]3[CH:17]=[N:18][C:19]([F:23])=[CH:20][C:21]=3[CH3:22])=[O:15])[CH2:10][CH2:9]2)=[N:6][CH:7]=1.[CH:25]1(B(O)O)[CH2:27][CH2:26]1. Given the product [CH:25]1([C:2]2[CH:3]=[C:4]([CH3:24])[C:5]([N:8]3[CH2:13][CH2:12][N:11]([C:14]([C:16]4[CH:17]=[N:18][C:19]([F:23])=[CH:20][C:21]=4[CH3:22])=[O:15])[CH2:10][CH2:9]3)=[N:6][CH:7]=2)[CH2:27][CH2:26]1, predict the reactants needed to synthesize it. (7) Given the product [CH:1]1([NH:4][C:5](=[O:27])[C:6]2[CH:11]=[CH:10][C:9]([CH3:12])=[C:8]([N:13]3[CH:18]=[CH:17][N:16]=[C:15]([S:34][C:28]4[CH:33]=[CH:32][CH:31]=[CH:30][CH:29]=4)[C:14]3=[O:26])[CH:7]=2)[CH2:2][CH2:3]1, predict the reactants needed to synthesize it. The reactants are: [CH:1]1([NH:4][C:5](=[O:27])[C:6]2[CH:11]=[CH:10][C:9]([CH3:12])=[C:8]([N:13]3[CH:18]=[CH:17][N:16]=[C:15](OC4C=CC=CC=4)[C:14]3=[O:26])[CH:7]=2)[CH2:3][CH2:2]1.[C:28]1([SH:34])[CH:33]=[CH:32][CH:31]=[CH:30][CH:29]=1.